This data is from NCI-60 drug combinations with 297,098 pairs across 59 cell lines. The task is: Regression. Given two drug SMILES strings and cell line genomic features, predict the synergy score measuring deviation from expected non-interaction effect. Drug 1: CN(CCCl)CCCl.Cl. Drug 2: CC(C)CN1C=NC2=C1C3=CC=CC=C3N=C2N. Cell line: SK-MEL-5. Synergy scores: CSS=25.7, Synergy_ZIP=-7.60, Synergy_Bliss=-0.0867, Synergy_Loewe=-0.971, Synergy_HSA=-1.06.